From a dataset of Full USPTO retrosynthesis dataset with 1.9M reactions from patents (1976-2016). Predict the reactants needed to synthesize the given product. (1) Given the product [C:30]([C:32]1[CH:33]=[C:34]([CH:38]=[CH:39][CH:40]=1)[C:35]([NH:1][C:2]1[C:3]([C:26]([F:28])([F:27])[F:29])=[C:4]2[C:10]([CH:11]3[CH2:16][CH2:15][N:14]([C:17]([O:19][C:20]([CH3:22])([CH3:23])[CH3:21])=[O:18])[CH2:13][CH:12]3[CH3:24])=[CH:9][N:8]([CH3:25])[C:5]2=[N:6][CH:7]=1)=[O:36])#[N:31], predict the reactants needed to synthesize it. The reactants are: [NH2:1][C:2]1[C:3]([C:26]([F:29])([F:28])[F:27])=[C:4]2[C:10]([CH:11]3[CH2:16][CH2:15][N:14]([C:17]([O:19][C:20]([CH3:23])([CH3:22])[CH3:21])=[O:18])[CH2:13][CH:12]3[CH3:24])=[CH:9][N:8]([CH3:25])[C:5]2=[N:6][CH:7]=1.[C:30]([C:32]1[CH:33]=[C:34]([CH:38]=[CH:39][CH:40]=1)[C:35](Cl)=[O:36])#[N:31]. (2) Given the product [Cl:1][C:2]1[CH:3]=[C:4]([C:10]2[C:14]([C:15]([N:60]3[CH2:61][CH2:62][C:58]([C:55]4[CH:54]=[CH:53][C:52]([CH3:51])=[CH:57][N:56]=4)([OH:63])[CH2:59]3)=[O:17])=[CH:13][O:12][N:11]=2)[CH:5]=[CH:6][C:7]=1[O:8][CH3:9], predict the reactants needed to synthesize it. The reactants are: [Cl:1][C:2]1[CH:3]=[C:4]([C:10]2[C:14]([C:15]([OH:17])=O)=[CH:13][O:12][N:11]=2)[CH:5]=[CH:6][C:7]=1[O:8][CH3:9].C(N(C(C)C)C(C)C)C.CN(C(ON1N=NC2C=CC=CC1=2)=[N+](C)C)C.[B-](F)(F)(F)F.Cl.Cl.[CH3:51][C:52]1[CH:53]=[CH:54][C:55]([C:58]2([OH:63])[CH2:62][CH2:61][NH:60][CH2:59]2)=[N:56][CH:57]=1. (3) Given the product [F:12][C:13]([F:24])([F:23])[C:14]1[NH:8][C:7]2[C:2](=[N:3][CH:4]=[N:5][C:6]=2[N:9]([CH3:11])[CH3:10])[N:1]=1, predict the reactants needed to synthesize it. The reactants are: [NH2:1][C:2]1[C:7]([NH2:8])=[C:6]([N:9]([CH3:11])[CH3:10])[N:5]=[CH:4][N:3]=1.[F:12][C:13]([F:24])([F:23])[C:14](O[C:14](=O)[C:13]([F:24])([F:23])[F:12])=O. (4) Given the product [C:16]([N:13]1[CH2:14][CH2:15][C:9]2[C:6]3[C:7](=[O:8])[NH:2][C:3]([CH2:23][CH2:24][CH2:25][CH2:26][N:27]4[CH2:28][CH2:29][N:30]([C:33]5[CH:42]=[CH:41][C:40]6[C:35](=[CH:36][CH:37]=[CH:38][CH:39]=6)[N:34]=5)[CH2:31][CH2:32]4)=[N:4][C:5]=3[S:11][C:10]=2[CH2:12]1)(=[O:18])[CH3:47], predict the reactants needed to synthesize it. The reactants are: N[N:2]1[C:7](=[O:8])[C:6]2[C:9]3[CH2:15][CH2:14][N:13]([C:16]([O:18]C(C)(C)C)=O)[CH2:12][C:10]=3[S:11][C:5]=2[N:4]=[C:3]1[CH2:23][CH2:24][CH2:25][CH2:26][N:27]1[CH2:32][CH2:31][N:30]([C:33]2[CH:42]=[CH:41][C:40]3[C:35](=[CH:36][CH:37]=[CH:38][CH:39]=3)[N:34]=2)[CH2:29][CH2:28]1.N([O-])=O.[Na+].[C:47](=O)([O-])O.[Na+].